This data is from Full USPTO retrosynthesis dataset with 1.9M reactions from patents (1976-2016). The task is: Predict the reactants needed to synthesize the given product. (1) Given the product [CH3:9][O:8][C:3]1[CH:4]=[CH:5][CH:6]=[CH:7][C:2]=1[C@H:1]1[O:10][CH:23]=[N:22][C@@H:21]1[S:11]([C:14]1[CH:20]=[CH:19][C:17]([CH3:18])=[CH:16][CH:15]=1)(=[O:13])=[O:12], predict the reactants needed to synthesize it. The reactants are: [CH:1](=[O:10])[C:2]1[C:3]([O:8][CH3:9])=[CH:4][CH:5]=[CH:6][CH:7]=1.[S:11]([CH2:21][N+:22]#[C-:23])([C:14]1[CH:20]=[CH:19][C:17]([CH3:18])=[CH:16][CH:15]=1)(=[O:13])=[O:12].[C-]#N.[Na+]. (2) Given the product [C:1]([N:8]1[CH2:9][CH2:10][CH2:11][CH:12]1[CH:18]([OH:25])[C:19]1[CH:24]=[CH:23][CH:22]=[CH:21][CH:20]=1)([O:3][C:4]([CH3:7])([CH3:6])[CH3:5])=[O:2], predict the reactants needed to synthesize it. The reactants are: [C:1]([N:8]1[CH2:12][CH2:11][CH2:10][CH2:9]1)([O:3][C:4]([CH3:7])([CH3:6])[CH3:5])=[O:2].C([Li])(CC)C.[CH:18](=[O:25])[C:19]1[CH:24]=[CH:23][CH:22]=[CH:21][CH:20]=1.